Dataset: Forward reaction prediction with 1.9M reactions from USPTO patents (1976-2016). Task: Predict the product of the given reaction. (1) Given the reactants [F:1][C:2]1[CH:7]=[CH:6][C:5]([I:8])=[CH:4][C:3]=1[C@:9]1([CH3:20])[CH2:14][C@@H:13]([C:15]([F:18])([F:17])[F:16])[O:12][C:11]([NH2:19])=[N:10]1.[NH2:21][C@@:22]([C:31]1[CH:36]=[C:35]([I:37])[CH:34]=[CH:33][C:32]=1[F:38])([CH3:30])[CH2:23][C@H:24]([OH:29])[C:25]([F:28])([F:27])[F:26].[CH3:39][O:40][C:41]1[CH:46]=[CH:45][C:44]([C:47](Cl)([C:54]2[CH:59]=[CH:58][C:57]([O:60][CH3:61])=[CH:56][CH:55]=2)[C:48]2[CH:53]=[CH:52][CH:51]=[CH:50][CH:49]=2)=[CH:43][CH:42]=1, predict the reaction product. The product is: [CH3:61][O:60][C:57]1[CH:56]=[CH:55][C:54]([C:47]([C:44]2[CH:43]=[CH:42][C:41]([O:40][CH3:39])=[CH:46][CH:45]=2)([C:48]2[CH:53]=[CH:52][CH:51]=[CH:50][CH:49]=2)[NH:19][C:11]2[O:12][C@H:13]([C:15]([F:16])([F:17])[F:18])[CH2:14][C@:9]([C:3]3[CH:4]=[C:5]([I:8])[CH:6]=[CH:7][C:2]=3[F:1])([CH3:20])[N:10]=2)=[CH:59][CH:58]=1.[NH2:21][C@@:22]([C:31]1[CH:36]=[C:35]([I:37])[CH:34]=[CH:33][C:32]=1[F:38])([CH3:30])[CH2:23][C@H:24]([OH:29])[C:25]([F:26])([F:27])[F:28]. (2) Given the reactants Br[C:2]1[N:11]=[C:5]2[CH:6]=[C:7]([Br:10])[CH:8]=[CH:9][N:4]2[N:3]=1.[NH:12]1[CH2:17][CH2:16][O:15][CH2:14][CH2:13]1, predict the reaction product. The product is: [Br:10][C:7]1[CH:8]=[CH:9][N:4]2[N:3]=[C:2]([N:12]3[CH2:17][CH2:16][O:15][CH2:14][CH2:13]3)[N:11]=[C:5]2[CH:6]=1. (3) Given the reactants [Cl:1][C:2]1[CH:3]=[C:4]([CH2:9][NH:10][CH:11]2[CH2:16][CH2:15][N:14]([CH2:17][CH2:18][N:19]3[C:28]4[C:23](=[N:24][CH:25]=[C:26]([F:29])[CH:27]=4)[CH:22]=[CH:21][C:20]3=[O:30])[CH2:13][CH2:12]2)[CH:5]=[CH:6][C:7]=1[Cl:8].[ClH:31], predict the reaction product. The product is: [ClH:1].[ClH:31].[Cl:1][C:2]1[CH:3]=[C:4]([CH2:9][NH:10][CH:11]2[CH2:16][CH2:15][N:14]([CH2:17][CH2:18][N:19]3[C:28]4[C:23](=[N:24][CH:25]=[C:26]([F:29])[CH:27]=4)[CH:22]=[CH:21][C:20]3=[O:30])[CH2:13][CH2:12]2)[CH:5]=[CH:6][C:7]=1[Cl:8].